From a dataset of Catalyst prediction with 721,799 reactions and 888 catalyst types from USPTO. Predict which catalyst facilitates the given reaction. Reactant: [F:1][C:2]1[CH:3]=[C:4]([NH:14][C:15]2[CH:27]=[CH:26][C:25]([CH3:28])=[CH:24][C:16]=2[C:17]([O:19]C(C)(C)C)=[O:18])[CH:5]=[N:6][C:7]=1[C:8]1[CH:13]=[CH:12][CH:11]=[CH:10][CH:9]=1. Product: [F:1][C:2]1[CH:3]=[C:4]([NH:14][C:15]2[CH:27]=[CH:26][C:25]([CH3:28])=[CH:24][C:16]=2[C:17]([OH:19])=[O:18])[CH:5]=[N:6][C:7]=1[C:8]1[CH:13]=[CH:12][CH:11]=[CH:10][CH:9]=1. The catalyst class is: 67.